This data is from Full USPTO retrosynthesis dataset with 1.9M reactions from patents (1976-2016). The task is: Predict the reactants needed to synthesize the given product. The reactants are: Cl.[F:2][C:3]1[CH:8]=[CH:7][C:6]([CH:9]([OH:23])[CH:10]([NH2:22])[CH2:11][C:12]2[CH:17]=[CH:16][C:15]([C:18]([F:21])([F:20])[F:19])=[CH:14][CH:13]=2)=[CH:5][CH:4]=1.[C:24]1([S:34](Cl)(=[O:36])=[O:35])[C:33]2[C:28](=[CH:29][CH:30]=[CH:31][CH:32]=2)[CH:27]=[CH:26][CH:25]=1.C(=O)([O-])O.[Na+]. Given the product [F:2][C:3]1[CH:4]=[CH:5][C:6]([CH:9]([OH:23])[CH:10]([NH:22][S:34]([C:24]2[C:33]3[C:28](=[CH:29][CH:30]=[CH:31][CH:32]=3)[CH:27]=[CH:26][CH:25]=2)(=[O:36])=[O:35])[CH2:11][C:12]2[CH:17]=[CH:16][C:15]([C:18]([F:21])([F:20])[F:19])=[CH:14][CH:13]=2)=[CH:7][CH:8]=1, predict the reactants needed to synthesize it.